From a dataset of Reaction yield outcomes from USPTO patents with 853,638 reactions. Predict the reaction yield, written as a fraction of the theoretical maximum amount of product (1.0 means a 100% yield; for example, 0.34 means a 34% yield). (1) The reactants are [C:1]1([CH3:17])[CH:6]=[CH:5][C:4]([C:7]2[NH:11][C:10]3[CH:12]=[CH:13][C:14]([NH2:16])=[CH:15][C:9]=3[N:8]=2)=[CH:3][CH:2]=1.[C:18](Cl)(=[O:22])[CH2:19][CH2:20][CH3:21].C(OCC)(=O)C. The catalyst is N1C=CC=CC=1. The product is [C:1]1([CH3:17])[CH:2]=[CH:3][C:4]([C:7]2[NH:11][C:10]3[CH:12]=[CH:13][C:14]([NH:16][C:18](=[O:22])[CH2:19][CH2:20][CH3:21])=[CH:15][C:9]=3[N:8]=2)=[CH:5][CH:6]=1. The yield is 0.280. (2) The reactants are [C:1]([O:5][C:6]([NH:8][C:9]1[CH:10]=[CH:11][C:12]([C:15](=[O:24])[CH2:16][C:17](=O)[C:18]([O:20][CH2:21][CH3:22])=[O:19])=[N:13][CH:14]=1)=[O:7])([CH3:4])([CH3:3])[CH3:2].[NH:25]([C:27]1[CH:28]=[N:29][CH:30]=[CH:31][CH:32]=1)[NH2:26]. The catalyst is C(O)C. The product is [C:1]([O:5][C:6]([NH:8][C:9]1[CH:10]=[CH:11][C:12]([C:15]2([OH:24])[N:25]([C:27]3[CH:28]=[N:29][CH:30]=[CH:31][CH:32]=3)[N:26]=[C:17]([C:18]([O:20][CH2:21][CH3:22])=[O:19])[CH2:16]2)=[N:13][CH:14]=1)=[O:7])([CH3:4])([CH3:3])[CH3:2]. The yield is 0.680. (3) No catalyst specified. The reactants are Cl[C:2]1[N:7]=[CH:6][C:5]2[CH:8]=[N:9][N:10]([C:11]3[N:16]=[C:15]([N:17]4[CH2:23][CH2:22][CH2:21][N:20](C(OC(C)(C)C)=O)[CH2:19][CH2:18]4)[CH:14]=[CH:13][CH:12]=3)[C:4]=2[CH:3]=1.[F:31][CH:32]([F:47])[N:33]1[CH:37]=[C:36](B2OC(C)(C)C(C)(C)O2)[CH:35]=[N:34]1. The product is [N:17]1([C:15]2[N:16]=[C:11]([N:10]3[C:4]4[CH:3]=[C:2]([C:36]5[CH:35]=[N:34][N:33]([CH:32]([F:31])[F:47])[CH:37]=5)[N:7]=[CH:6][C:5]=4[CH:8]=[N:9]3)[CH:12]=[CH:13][CH:14]=2)[CH2:23][CH2:22][CH2:21][NH:20][CH2:19][CH2:18]1. The yield is 0.350. (4) The reactants are [H-].[Na+].[O:3]=[C:4]([CH2:11][CH2:12][CH3:13])[CH2:5][C:6]([O:8][CH2:9][CH3:10])=[O:7].Br[CH2:15][C:16]1[CH:21]=[CH:20][C:19]([C:22]2[C:23]([C:28]#[N:29])=[CH:24][CH:25]=[CH:26][CH:27]=2)=[C:18]([F:30])[CH:17]=1.Cl. The catalyst is O1CCCC1. The product is [C:28]([C:23]1[CH:24]=[CH:25][CH:26]=[CH:27][C:22]=1[C:19]1[CH:20]=[CH:21][C:16]([CH2:15][CH:5]([C:4](=[O:3])[CH2:11][CH2:12][CH3:13])[C:6]([O:8][CH2:9][CH3:10])=[O:7])=[CH:17][C:18]=1[F:30])#[N:29]. The yield is 1.00. (5) The reactants are [Cl:1][C:2]1[CH:10]=[C:9]([CH3:11])[C:8]([C:12]2[CH:17]=[CH:16][CH:15]=[CH:14][N:13]=2)=[CH:7][C:3]=1[C:4]([OH:6])=O.[NH2:18][C:19]1[N:23]([C:24]2[CH:29]=[CH:28][CH:27]=[CH:26][CH:25]=2)[N:22]=[C:21]([C:30]#[N:31])[CH:20]=1.N1C=CC=CC=1.CCCP(=O)=O. The catalyst is CC1CCCO1. The product is [Cl:1][C:2]1[CH:10]=[C:9]([CH3:11])[C:8]([C:12]2[CH:17]=[CH:16][CH:15]=[CH:14][N:13]=2)=[CH:7][C:3]=1[C:4]([NH:18][C:19]1[N:23]([C:24]2[CH:29]=[CH:28][CH:27]=[CH:26][CH:25]=2)[N:22]=[C:21]([C:30]#[N:31])[CH:20]=1)=[O:6]. The yield is 0.310.